Dataset: Full USPTO retrosynthesis dataset with 1.9M reactions from patents (1976-2016). Task: Predict the reactants needed to synthesize the given product. Given the product [Cl:1][C:2]1[C:7]([OH:8])=[CH:6][C:5]([I:10])=[CH:4][C:3]=1[OH:11], predict the reactants needed to synthesize it. The reactants are: [Cl:1][C:2]1[C:7]([O:8]C)=[CH:6][C:5]([I:10])=[CH:4][C:3]=1[O:11]C.B(Br)(Br)Br.O.